Dataset: Full USPTO retrosynthesis dataset with 1.9M reactions from patents (1976-2016). Task: Predict the reactants needed to synthesize the given product. (1) The reactants are: [CH3:1][O:2][N:3]([CH3:21])[C:4]([CH:6]1[CH2:9][C:8](=[CH:10][C:11]([O:13]CC2C=CC=CC=2)=[O:12])[CH2:7]1)=[O:5]. Given the product [CH3:1][O:2][N:3]([CH3:21])[C:4]([CH:6]1[CH2:9][CH:8]([CH2:10][C:11]([OH:13])=[O:12])[CH2:7]1)=[O:5], predict the reactants needed to synthesize it. (2) Given the product [S:13]1[C:17]2[CH:18]=[CH:19][CH:20]=[CH:21][C:16]=2[CH:15]=[C:14]1[C:22]1[O:33][C:31](=[O:32])[C:25]2([CH2:26][CH2:27][CH2:28][CH2:29][CH2:30]2)[N:24]=1, predict the reactants needed to synthesize it. The reactants are: Cl.C(N=C=NCCCN(C)C)C.[S:13]1[C:17]2[CH:18]=[CH:19][CH:20]=[CH:21][C:16]=2[CH:15]=[C:14]1[C:22]([NH:24][C:25]1([C:31]([OH:33])=[O:32])[CH2:30][CH2:29][CH2:28][CH2:27][CH2:26]1)=O. (3) Given the product [Cl:1][C:2]1[CH:12]=[CH:11][CH:10]=[CH:9][C:3]=1/[CH:4]=[CH:5]/[CH2:6][OH:7], predict the reactants needed to synthesize it. The reactants are: [Cl:1][C:2]1[CH:12]=[CH:11][CH:10]=[CH:9][C:3]=1[CH:4]=[CH:5][C:6](O)=[O:7].[BH4-].[Na+].Cl.